Dataset: Full USPTO retrosynthesis dataset with 1.9M reactions from patents (1976-2016). Task: Predict the reactants needed to synthesize the given product. (1) Given the product [CH2:1]([N:8]1[CH2:15][CH:14]([NH:16][C:26](=[O:27])[O:28][C:29]([CH3:32])([CH3:31])[CH3:30])[C:10]2([CH2:13][O:12][CH2:11]2)[CH2:9]1)[C:2]1[CH:3]=[CH:4][CH:5]=[CH:6][CH:7]=1, predict the reactants needed to synthesize it. The reactants are: [CH2:1]([N:8]1[CH2:15][CH:14]([NH2:16])[C:10]2([CH2:13][O:12][CH2:11]2)[CH2:9]1)[C:2]1[CH:7]=[CH:6][CH:5]=[CH:4][CH:3]=1.C(=O)([O-])[O-].[Na+].[Na+].ClCCl.[C:26](O[C:26]([O:28][C:29]([CH3:32])([CH3:31])[CH3:30])=[O:27])([O:28][C:29]([CH3:32])([CH3:31])[CH3:30])=[O:27]. (2) Given the product [Cl:2][C:3]1[CH:4]=[C:5]([CH:6]([C:12](=[O:14])[CH3:13])[C:7]#[N:8])[CH:9]=[CH:10][CH:11]=1, predict the reactants needed to synthesize it. The reactants are: [Na].[Cl:2][C:3]1[CH:4]=[C:5]([CH:9]=[CH:10][CH:11]=1)[CH2:6][C:7]#[N:8].[C:12](OCC)(=[O:14])[CH3:13]. (3) Given the product [I:21][C:10]1[C:4]2[C:5](=[N:6][CH:7]=[C:2]([CH3:1])[CH:3]=2)[NH:8][CH:9]=1, predict the reactants needed to synthesize it. The reactants are: [CH3:1][C:2]1[CH:3]=[C:4]2[CH:10]=[CH:9][N:8]([Si](C(C)C)(C(C)C)C(C)C)[C:5]2=[N:6][CH:7]=1.[I:21]I. (4) The reactants are: [CH3:1][O:2][C:3]1[CH:4]=[C:5]([C:12]2[CH2:17][N:16]([CH2:18][CH2:19][CH3:20])[CH2:15][CH2:14][CH:13]=2)[CH:6]=[CH:7][C:8]=1[N+:9]([O-])=O. Given the product [CH3:1][O:2][C:3]1[CH:4]=[C:5]([CH:12]2[CH2:13][CH2:14][CH2:15][N:16]([CH2:18][CH2:19][CH3:20])[CH2:17]2)[CH:6]=[CH:7][C:8]=1[NH2:9], predict the reactants needed to synthesize it. (5) Given the product [CH:1]1([C:7]2[NH:33][C:31](=[O:32])[NH:30][CH:21]([C:20]3[CH:23]=[C:24]([N+:27]([O-:29])=[O:28])[C:25]([OH:26])=[C:18]([O:17][CH2:15][CH3:16])[CH:19]=3)[C:8]=2[C:9]2[CH:13]=[CH:12][S:11][CH:10]=2)[CH2:6][CH2:5][CH2:4][CH2:3][CH2:2]1, predict the reactants needed to synthesize it. The reactants are: [CH:1]1([C:7](=O)[CH2:8][C:9]2[CH:13]=[CH:12][S:11][CH:10]=2)[CH2:6][CH2:5][CH2:4][CH2:3][CH2:2]1.[CH2:15]([O:17][C:18]1[CH:19]=[C:20]([CH:23]=[C:24]([N+:27]([O-:29])=[O:28])[C:25]=1[OH:26])[CH:21]=O)[CH3:16].[NH2:30][C:31]([NH2:33])=[O:32].Cl. (6) Given the product [Cl:1][C:2]1[CH:7]=[CH:6][C:5]([O:8][C:24]2[CH:29]=[C:28]([S:30]([CH3:33])(=[O:31])=[O:32])[CH:27]=[C:26]([F:34])[CH:25]=2)=[CH:4][C:3]=1[C:9]1[C:18]2[C:13](=[C:14]([C:19]([F:20])([F:22])[F:21])[CH:15]=[CH:16][CH:17]=2)[N:12]=[CH:11][N:10]=1, predict the reactants needed to synthesize it. The reactants are: [Cl:1][C:2]1[CH:7]=[CH:6][C:5]([OH:8])=[CH:4][C:3]=1[C:9]1[C:18]2[C:13](=[C:14]([C:19]([F:22])([F:21])[F:20])[CH:15]=[CH:16][CH:17]=2)[N:12]=[CH:11][N:10]=1.F[C:24]1[CH:29]=[C:28]([S:30]([CH3:33])(=[O:32])=[O:31])[CH:27]=[C:26]([F:34])[CH:25]=1. (7) Given the product [CH2:1]([C:3]1[N:4]=[CH:5][C:6]([C:9]#[C:10][C:21]2[CH2:26][CH2:25][N:24]([S:27]([CH2:30][C@@:31]3([CH3:38])[NH:32][C:33](=[O:37])[NH:34][C:35]3=[O:36])(=[O:29])=[O:28])[CH2:23][CH:22]=2)=[CH:7][CH:8]=1)[CH3:2], predict the reactants needed to synthesize it. The reactants are: [CH2:1]([C:3]1[CH:8]=[CH:7][C:6]([C:9]#[C:10][Si](C)(C)C)=[CH:5][N:4]=1)[CH3:2].FC(F)(F)S(O[C:21]1[CH2:22][CH2:23][N:24]([S:27]([CH2:30][C@:31]2([CH3:38])[C:35](=[O:36])[NH:34][C:33](=[O:37])[NH:32]2)(=[O:29])=[O:28])[CH2:25][CH:26]=1)(=O)=O. (8) Given the product [C:1]([OH:20])(=[O:19])[CH2:2][CH2:3][CH2:4][CH2:5][CH2:6][CH2:7][CH2:8]/[CH:9]=[CH:10]\[CH2:11][CH2:12][CH2:13][CH2:14][CH2:15][CH2:16][CH2:17][CH3:18].[CH2:43]([CH2:42][NH2:41])[OH:44], predict the reactants needed to synthesize it. The reactants are: [C:1]([OH:20])(=[O:19])[CH2:2][CH2:3][CH2:4][CH2:5][CH2:6][CH2:7][CH2:8]/[CH:9]=[CH:10]\[CH2:11][CH2:12][CH2:13][CH2:14][CH2:15][CH2:16][CH2:17][CH3:18].O.CCCCCCCC/C=C\CCCCCCCC([NH:41][CH2:42][CH2:43][OH:44])=O.